This data is from Forward reaction prediction with 1.9M reactions from USPTO patents (1976-2016). The task is: Predict the product of the given reaction. (1) Given the reactants C(O[C:4]([C:6]1[S:7][C:8]([Cl:11])=[CH:9][CH:10]=1)=[NH:5])C.[OH:12][CH:13](O)[C:14](=O)[CH3:15].[NH3:18], predict the reaction product. The product is: [Cl:11][C:8]1[S:7][C:6]([C:4]2[NH:5][C:14]([CH2:13][OH:12])=[CH:15][N:18]=2)=[CH:10][CH:9]=1. (2) The product is: [N:22]1([S:19]([N:16]2[CH2:15][CH2:14][CH:13]([CH2:12][C:9]3[CH:10]=[CH:11][C:6]([NH2:5])=[CH:7][CH:8]=3)[CH2:18][CH2:17]2)(=[O:21])=[O:20])[CH2:23][CH2:24][CH2:25][CH2:26][CH2:27]1. Given the reactants FC(F)(F)C([NH:5][C:6]1[CH:11]=[CH:10][C:9]([CH2:12][CH:13]2[CH2:18][CH2:17][N:16]([S:19]([N:22]3[CH2:27][CH2:26][CH2:25][CH2:24][CH2:23]3)(=[O:21])=[O:20])[CH2:15][CH2:14]2)=[CH:8][CH:7]=1)=O.[OH-].[Li+], predict the reaction product. (3) Given the reactants [CH:1]1([CH2:4][CH:5]([C:22]2[CH:36]=[CH:35][C:25]([C:26]([NH:28][CH2:29][CH2:30][C:31]([O:33]C)=[O:32])=[O:27])=[CH:24][CH:23]=2)[O:6][C:7]2[CH:12]=[CH:11][C:10]([N:13]3[CH:17]=[C:16]([C:18]([F:21])([F:20])[F:19])[CH:15]=[N:14]3)=[CH:9][CH:8]=2)[CH2:3][CH2:2]1.O.[OH-].[Li+].Cl, predict the reaction product. The product is: [CH:1]1([CH2:4][CH:5]([C:22]2[CH:36]=[CH:35][C:25]([C:26]([NH:28][CH2:29][CH2:30][C:31]([OH:33])=[O:32])=[O:27])=[CH:24][CH:23]=2)[O:6][C:7]2[CH:8]=[CH:9][C:10]([N:13]3[CH:17]=[C:16]([C:18]([F:20])([F:19])[F:21])[CH:15]=[N:14]3)=[CH:11][CH:12]=2)[CH2:2][CH2:3]1. (4) Given the reactants [CH3:1][C:2]1[CH:3]=[N:4][CH:5]=[CH:6][C:7]=1[CH3:8].OO.C(=O)([O-])[OH:12].[Na+], predict the reaction product. The product is: [CH3:1][C:2]1[CH:3]=[N+:4]([O-:12])[CH:5]=[CH:6][C:7]=1[CH3:8]. (5) Given the reactants [OH:1][C:2]([C:5]1[N:9]=[C:8]([C:10]([O:12]CC)=O)[O:7][N:6]=1)([CH3:4])[CH3:3].[NH2:15][C@@H:16]([CH3:33])[CH2:17][N:18]1[CH:22]=[CH:21][C:20]([C:23]2[CH:30]=[C:29]([F:31])[C:26]([C:27]#[N:28])=[C:25]([Cl:32])[CH:24]=2)=[N:19]1, predict the reaction product. The product is: [Cl:32][C:25]1[CH:24]=[C:23]([C:20]2[CH:21]=[CH:22][N:18]([CH2:17][C@@H:16]([NH:15][C:10]([C:8]3[O:7][N:6]=[C:5]([C:2]([OH:1])([CH3:3])[CH3:4])[N:9]=3)=[O:12])[CH3:33])[N:19]=2)[CH:30]=[C:29]([F:31])[C:26]=1[C:27]#[N:28]. (6) Given the reactants B.CSC.B1(C)OC(C2C=CC=CC=2)(C2C=CC=CC=2)[C@@H]2N1CCC2.[N:26]([CH2:29][C:30]([C:32]1[CH:37]=[CH:36][C:35]([O:38][CH2:39][C:40]2[CH:45]=[CH:44][CH:43]=[CH:42][CH:41]=2)=[C:34]([F:46])[CH:33]=1)=[O:31])=[N+:27]=[N-:28].Cl, predict the reaction product. The product is: [N:26]([CH2:29][C@@H:30]([C:32]1[CH:37]=[CH:36][C:35]([O:38][CH2:39][C:40]2[CH:45]=[CH:44][CH:43]=[CH:42][CH:41]=2)=[C:34]([F:46])[CH:33]=1)[OH:31])=[N+:27]=[N-:28]. (7) Given the reactants [Br:1][C:2]1[CH:3]=[C:4]([C@:9]([NH:21]S(C(C)(C)C)=O)([CH3:20])[CH2:10][S:11]([C:14]2([C:18]#[N:19])[CH2:17][CH2:16][CH2:15]2)(=[O:13])=[O:12])[C:5]([F:8])=[N:6][CH:7]=1.Cl.C(OCC)C, predict the reaction product. The product is: [NH2:21][C@@:9]([C:4]1[C:5]([F:8])=[N:6][CH:7]=[C:2]([Br:1])[CH:3]=1)([CH3:20])[CH2:10][S:11]([C:14]1([C:18]#[N:19])[CH2:17][CH2:16][CH2:15]1)(=[O:13])=[O:12].